This data is from Forward reaction prediction with 1.9M reactions from USPTO patents (1976-2016). The task is: Predict the product of the given reaction. (1) Given the reactants [Li+].CC([N-][CH:6]([CH3:8])[CH3:7])C.[CH2:9]1[CH2:14][CH2:13]CCC1.[C:15]([O:18][C:19]([CH3:22])([CH3:21])[CH3:20])(=[O:17])[CH3:16].ICCC[Si:27]([O:32]C)([O:30][CH3:31])[O:28][CH3:29].[CH2:34]1COCC1, predict the reaction product. The product is: [C:14]([O:32][Si:27]([O:30][CH3:31])([O:28][CH3:29])[CH2:8][CH2:6][CH2:7][CH2:16][C:15]([O:18][C:19]([CH3:22])([CH3:21])[CH3:20])=[O:17])([CH3:13])([CH3:9])[CH3:34]. (2) Given the reactants [Cl:1]N1C(=O)CCC1=O.[CH3:9][CH:10]1[C:16]2=[C:17]3[C:21](=[CH:22][CH:23]=[C:15]2[O:14][CH2:13][CH2:12][N:11]1[C:24]([O:26][C:27]([CH3:30])([CH3:29])[CH3:28])=[O:25])[NH:20][CH:19]=[CH:18]3, predict the reaction product. The product is: [Cl:1][C:18]1[C:17]2[C:21](=[CH:22][CH:23]=[C:15]3[O:14][CH2:13][CH2:12][N:11]([C:24]([O:26][C:27]([CH3:29])([CH3:28])[CH3:30])=[O:25])[CH:10]([CH3:9])[C:16]3=2)[NH:20][CH:19]=1. (3) Given the reactants [Cl:1][C:2]1[CH:3]=[C:4]([C@H:8]([O:22][CH2:23][CH2:24][OH:25])[C@@H:9]2[CH2:14][CH2:13][CH2:12][N:11]([C:15]([O:17][C:18]([CH3:21])([CH3:20])[CH3:19])=[O:16])[CH2:10]2)[CH:5]=[CH:6][CH:7]=1.CCN(CC)CC.[CH3:33][S:34](Cl)(=[O:36])=[O:35].O, predict the reaction product. The product is: [Cl:1][C:2]1[CH:3]=[C:4]([C@H:8]([O:22][CH2:23][CH2:24][O:25][S:34]([CH3:33])(=[O:36])=[O:35])[C@@H:9]2[CH2:14][CH2:13][CH2:12][N:11]([C:15]([O:17][C:18]([CH3:20])([CH3:21])[CH3:19])=[O:16])[CH2:10]2)[CH:5]=[CH:6][CH:7]=1. (4) Given the reactants [C:1]([O:5][C:6]([N:8]1[CH2:13][CH2:12][CH:11]([C:14]2[CH:19]=[C:18]([CH3:20])[C:17]([C:21]([O:23]C)=[O:22])=[CH:16][C:15]=2[S:25]([CH3:28])(=[O:27])=[O:26])[CH2:10][CH2:9]1)=[O:7])([CH3:4])([CH3:3])[CH3:2].O.[OH-].[Li+], predict the reaction product. The product is: [C:1]([O:5][C:6]([N:8]1[CH2:9][CH2:10][CH:11]([C:14]2[CH:19]=[C:18]([CH3:20])[C:17]([C:21]([OH:23])=[O:22])=[CH:16][C:15]=2[S:25]([CH3:28])(=[O:27])=[O:26])[CH2:12][CH2:13]1)=[O:7])([CH3:3])([CH3:4])[CH3:2]. (5) Given the reactants [CH:1]1[CH:2]=[CH:3][C:4]([C@@H:7]([N:15]2[CH2:20][CH2:19][N:18]([CH2:21][CH2:22][O:23][CH2:24][C:25]([OH:27])=[O:26])[CH2:17][CH2:16]2)[C:8]2[CH:9]=[CH:10][C:11]([Cl:14])=[CH:12][CH:13]=2)=[CH:5][CH:6]=1.Cl.Cl.C(O)(=O)CCC(O)=O.[Si](O)(O)(O)O.C([O-])(=O)CCCCCCCCCCCCCCCCC.[Mg+2].C([O-])(=O)CCCCCCCCCCCCCCCCC, predict the reaction product. The product is: [CH:1]1[CH:2]=[CH:3][C:4]([C@@H:7]([N:15]2[CH2:20][CH2:19][N:18]([CH2:21][CH2:22][O:23][CH2:24][C:25]([OH:27])=[O:26])[CH2:17][CH2:16]2)[C:8]2[CH:9]=[CH:10][C:11]([Cl:14])=[CH:12][CH:13]=2)=[CH:5][CH:6]=1. (6) Given the reactants [H-].[Na+].[N:3]1[C:7]2[CH:8]=[CH:9][CH:10]=[CH:11][C:6]=2[NH:5][CH:4]=1.Cl[C:13]1[CH:20]=[CH:19][C:16]([C:17]#[N:18])=[CH:15][CH:14]=1.O, predict the reaction product. The product is: [C:17]([C:16]1[CH:19]=[CH:20][C:13]([N:3]2[C:7]3[CH:8]=[CH:9][CH:10]=[CH:11][C:6]=3[N:5]=[CH:4]2)=[CH:14][CH:15]=1)#[N:18]. (7) The product is: [CH3:8][O:9][C:10]1[C:11]([N+:16]([O-:18])=[O:17])=[CH:12][NH:13][C:14](=[O:4])[CH:15]=1. Given the reactants CC(C)([O-:4])C.[K+].N.[CH3:8][O:9][C:10]1[CH:15]=[CH:14][N:13]=[CH:12][C:11]=1[N+:16]([O-:18])=[O:17].C(OO)(C)(C)C.[Cl-].[NH4+], predict the reaction product. (8) Given the reactants C(OC1C=CC(S(C)(=O)=O)=CC=1C(O)=O)(C)C.Cl[C:19]1[CH:27]=[CH:26][C:25]([S:28]([CH3:31])(=[O:30])=[O:29])=[CH:24][C:20]=1[C:21]([OH:23])=[O:22].[F:32][C:33]([F:38])([F:37])[CH:34]([OH:36])[CH3:35], predict the reaction product. The product is: [CH3:31][S:28]([C:25]1[CH:26]=[CH:27][C:19]([O:36][CH:34]([CH3:35])[C:33]([F:38])([F:37])[F:32])=[C:20]([CH:24]=1)[C:21]([OH:23])=[O:22])(=[O:30])=[O:29]. (9) Given the reactants [CH3:1][C:2]1[CH:27]=[C:26]([CH3:28])[CH:25]=[CH:24][C:3]=1[CH2:4][C:5]1[CH:14]=[C:13]2[C:8]([CH:9]=[C:10]([C:19]([O:21]CC)=[O:20])[CH:11]([C:15]([F:18])([F:17])[F:16])[O:12]2)=[CH:7][CH:6]=1.[Li+].[OH-], predict the reaction product. The product is: [CH3:1][C:2]1[CH:27]=[C:26]([CH3:28])[CH:25]=[CH:24][C:3]=1[CH2:4][C:5]1[CH:14]=[C:13]2[C:8]([CH:9]=[C:10]([C:19]([OH:21])=[O:20])[CH:11]([C:15]([F:18])([F:17])[F:16])[O:12]2)=[CH:7][CH:6]=1.